From a dataset of Reaction yield outcomes from USPTO patents with 853,638 reactions. Predict the reaction yield, written as a fraction of the theoretical maximum amount of product (1.0 means a 100% yield; for example, 0.34 means a 34% yield). (1) The reactants are [Cl:1][C:2]1[CH:3]=[C:4]2[C:9](=[CH:10][C:11]=1[O:12][C:13]1[CH:21]=[CH:20][C:16]([C:17]([OH:19])=O)=[CH:15][CH:14]=1)[O:8][CH2:7][CH2:6][CH:5]2[C:22]([O:24][CH2:25][CH3:26])=[O:23].[Cl:27][C:28]1[CH:29]=[C:30]([CH2:34][CH2:35][NH2:36])[CH:31]=[CH:32][CH:33]=1.Cl.CN(C)CCCN=C=NCC.ON1C2N=CC=CC=2N=N1. The catalyst is CN(C=O)C.C(Cl)Cl. The product is [Cl:1][C:2]1[CH:3]=[C:4]2[C:9](=[CH:10][C:11]=1[O:12][C:13]1[CH:21]=[CH:20][C:16]([C:17](=[O:19])[NH:36][CH2:35][CH2:34][C:30]3[CH:31]=[CH:32][CH:33]=[C:28]([Cl:27])[CH:29]=3)=[CH:15][CH:14]=1)[O:8][CH2:7][CH2:6][CH:5]2[C:22]([O:24][CH2:25][CH3:26])=[O:23]. The yield is 0.917. (2) The reactants are O=[C:2]([C:9]1[CH:14]=[CH:13][N:12]=[CH:11][N:10]=1)[CH2:3][C:4]([O:6]CC)=O.[CH3:15][NH:16][C:17]([NH2:19])=[S:18].N12CCCN=C1CCCCC2. The catalyst is C(O)C. The product is [SH:18][C:17]1[N:16]([CH3:15])[C:4](=[O:6])[CH:3]=[C:2]([C:9]2[CH:14]=[CH:13][N:12]=[CH:11][N:10]=2)[N:19]=1. The yield is 0.830. (3) The reactants are [CH3:1][C:2]1[N:7]=[C:6]([C:8]2[CH:17]=[C:16]([O:18][CH:19]3[CH2:36][CH:35]4[CH:21]([C:22](=[O:42])[N:23]([CH3:41])[CH2:24][CH2:25][CH2:26][CH2:27][CH:28]=[CH:29][CH:30]5[C:32]([C:38]([OH:40])=O)([NH:33][C:34]4=[O:37])[CH2:31]5)[CH2:20]3)[C:15]3[C:10](=[C:11]([CH3:45])[C:12]([O:43][CH3:44])=[CH:13][CH:14]=3)[N:9]=2)[CH:5]=[CH:4][CH:3]=1.C1N=CN(C(N2C=NC=C2)=O)C=1.[CH:58]1([S:61]([NH2:64])(=[O:63])=[O:62])[CH2:60][CH2:59]1.C1CCN2C(=NCCC2)CC1.C(O)(=O)CC(CC(O)=O)(C(O)=O)O. The catalyst is C1COCC1. The product is [CH3:1][C:2]1[N:7]=[C:6]([C:8]2[CH:17]=[C:16]([O:18][CH:19]3[CH2:36][CH:35]4[CH:21]([C:22](=[O:42])[N:23]([CH3:41])[CH2:24][CH2:25][CH2:26][CH2:27][CH:28]=[CH:29][CH:30]5[C:32]([C:38]([NH:64][S:61]([CH:58]6[CH2:60][CH2:59]6)(=[O:63])=[O:62])=[O:40])([NH:33][C:34]4=[O:37])[CH2:31]5)[CH2:20]3)[C:15]3[C:10](=[C:11]([CH3:45])[C:12]([O:43][CH3:44])=[CH:13][CH:14]=3)[N:9]=2)[CH:5]=[CH:4][CH:3]=1. The yield is 0.520.